The task is: Predict which catalyst facilitates the given reaction.. This data is from Catalyst prediction with 721,799 reactions and 888 catalyst types from USPTO. (1) The catalyst class is: 2. Reactant: [CH:1]([C:3]1[CH:11]=[CH:10][C:6]([C:7]([OH:9])=[O:8])=[CH:5][CH:4]=1)=[CH2:2].S(Cl)(Cl)=O.[CH3:16]O. Product: [CH3:16][O:8][C:7](=[O:9])[C:6]1[CH:10]=[CH:11][C:3]([CH:1]=[CH2:2])=[CH:4][CH:5]=1. (2) Reactant: [Cl:1][C:2]1[N:7]=[C:6]([OH:8])[CH:5]=[CH:4][CH:3]=1.C(=O)([O-])[O-].[Na+].[Na+].[I:15]I. Product: [Cl:1][C:2]1[N:7]=[C:6]([OH:8])[C:5]([I:15])=[CH:4][CH:3]=1. The catalyst class is: 6. (3) Reactant: [CH:1]1([N:5]2[CH2:11][CH2:10][C:9]3[CH:12]=[CH:13][C:14]([N:16]4[CH2:21][CH2:20][NH:19][CH2:18][CH2:17]4)=[CH:15][C:8]=3[CH2:7][CH2:6]2)[CH2:4][CH2:3][CH2:2]1.C(N(CC)CC)C.[C:29]([C:31]1[CH:39]=[CH:38][C:34]([C:35](Cl)=[O:36])=[CH:33][CH:32]=1)#[N:30]. Product: [CH:1]1([N:5]2[CH2:11][CH2:10][C:9]3[CH:12]=[CH:13][C:14]([N:16]4[CH2:21][CH2:20][N:19]([C:35]([C:34]5[CH:38]=[CH:39][C:31]([C:29]#[N:30])=[CH:32][CH:33]=5)=[O:36])[CH2:18][CH2:17]4)=[CH:15][C:8]=3[CH2:7][CH2:6]2)[CH2:4][CH2:3][CH2:2]1. The catalyst class is: 4. (4) Reactant: [Cl:1][C:2]1[CH:7]=[CH:6][C:5]([CH:8]2[C:11]3([CH2:16][CH2:15][N:14](C(OC(C)(C)C)=O)[CH2:13][CH2:12]3)[CH2:10][N:9]2[CH:24]([CH3:26])[CH3:25])=[CH:4][CH:3]=1.FC(F)(F)C(O)=O. Product: [Cl:1][C:2]1[CH:3]=[CH:4][C:5]([CH:8]2[C:11]3([CH2:16][CH2:15][NH:14][CH2:13][CH2:12]3)[CH2:10][N:9]2[CH:24]([CH3:26])[CH3:25])=[CH:6][CH:7]=1. The catalyst class is: 2. (5) Reactant: [Cl:1][C:2]1[CH:3]=[C:4]([F:31])[C:5]2[N:11]3[CH:12]=[CH:13][CH:14]=[C:10]3[CH:9]([CH2:15][C:16](OC)=[O:17])[O:8][CH:7]([C:20]3[CH:25]=[CH:24][CH:23]=[C:22]([O:26][CH3:27])[C:21]=3[O:28][CH3:29])[C:6]=2[CH:30]=1.[H-].[Al+3].[Li+].[H-].[H-].[H-].[OH-].[Na+].S([O-])([O-])(=O)=O.[Mg+2]. Product: [Cl:1][C:2]1[CH:3]=[C:4]([F:31])[C:5]2[N:11]3[CH:12]=[CH:13][CH:14]=[C:10]3[C@@H:9]([CH2:15][CH2:16][OH:17])[O:8][C@H:7]([C:20]3[CH:25]=[CH:24][CH:23]=[C:22]([O:26][CH3:27])[C:21]=3[O:28][CH3:29])[C:6]=2[CH:30]=1. The catalyst class is: 30. (6) Reactant: Br[C:2]1[N:10]=[CH:9][N:8]=[C:7]2[C:3]=1[N:4]=[CH:5][NH:6]2.[Si:11]([O:18][CH:19]1[CH2:24][CH2:23][N:22]([C:25]2[C:26]([CH:36]([NH2:38])[CH3:37])=[CH:27][C:28]([Cl:35])=[C:29]3[C:34]=2[N:33]=[CH:32][CH:31]=[CH:30]3)[CH2:21][CH2:20]1)([C:14]([CH3:17])([CH3:16])[CH3:15])([CH3:13])[CH3:12].C(N(CC)C(C)C)(C)C. Product: [Si:11]([O:18][CH:19]1[CH2:20][CH2:21][N:22]([C:25]2[C:26]([CH:36]([NH:38][C:2]3[N:10]=[CH:9][N:8]=[C:7]4[C:3]=3[N:4]=[CH:5][NH:6]4)[CH3:37])=[CH:27][C:28]([Cl:35])=[C:29]3[C:34]=2[N:33]=[CH:32][CH:31]=[CH:30]3)[CH2:23][CH2:24]1)([C:14]([CH3:17])([CH3:15])[CH3:16])([CH3:13])[CH3:12]. The catalyst class is: 8. (7) Reactant: C[O:2][C:3]1[CH:4]=[C:5]([CH2:11][C:12]([NH:14][C:15]2[CH:20]=[C:19]([N:21]3[CH:25]=[CH:24][CH:23]=[N:22]3)[N:18]=[C:17]([C:26]3[O:27][CH:28]=[CH:29][CH:30]=3)[N:16]=2)=[O:13])[CH:6]=[CH:7][C:8]=1[O:9]C.B(Br)(Br)Br. Product: [OH:2][C:3]1[CH:4]=[C:5]([CH2:11][C:12]([NH:14][C:15]2[CH:20]=[C:19]([N:21]3[CH:25]=[CH:24][CH:23]=[N:22]3)[N:18]=[C:17]([C:26]3[O:27][CH:28]=[CH:29][CH:30]=3)[N:16]=2)=[O:13])[CH:6]=[CH:7][C:8]=1[OH:9]. The catalyst class is: 2. (8) Reactant: [C:1]1([S@@:7]([CH2:10][CH2:11][CH2:12][CH2:13][C:14]([O:16][CH3:17])=[O:15])(=[NH:9])=[O:8])[CH:6]=[CH:5][CH:4]=[CH:3][CH:2]=1.C(N(C(C)C)CC)(C)C.[Br:27][C:28]1[CH:29]=[N:30][CH:31]=[C:32]([CH:36]=1)[C:33](O)=[O:34].F[P-](F)(F)(F)(F)F.N1(O[P+](N(C)C)(N(C)C)N(C)C)C2C=CC=CC=2N=N1.C([O-])(O)=O.[Na+]. Product: [Br:27][C:28]1[CH:36]=[C:32]([C:33]([N:9]=[S@:7]([CH2:10][CH2:11][CH2:12][CH2:13][C:14]([O:16][CH3:17])=[O:15])([C:1]2[CH:2]=[CH:3][CH:4]=[CH:5][CH:6]=2)=[O:8])=[O:34])[CH:31]=[N:30][CH:29]=1. The catalyst class is: 3.